From a dataset of NCI-60 drug combinations with 297,098 pairs across 59 cell lines. Regression. Given two drug SMILES strings and cell line genomic features, predict the synergy score measuring deviation from expected non-interaction effect. Drug 1: CN(CC1=CN=C2C(=N1)C(=NC(=N2)N)N)C3=CC=C(C=C3)C(=O)NC(CCC(=O)O)C(=O)O. Drug 2: C1CC(C1)(C(=O)O)C(=O)O.[NH2-].[NH2-].[Pt+2]. Cell line: M14. Synergy scores: CSS=15.3, Synergy_ZIP=-6.80, Synergy_Bliss=-7.43, Synergy_Loewe=-18.0, Synergy_HSA=-7.40.